This data is from Reaction yield outcomes from USPTO patents with 853,638 reactions. The task is: Predict the reaction yield, written as a fraction of the theoretical maximum amount of product (1.0 means a 100% yield; for example, 0.34 means a 34% yield). (1) The reactants are C[O:2][C:3](=O)[C:4]1[CH:9]=[C:8]([Cl:10])[CH:7]=[CH:6][C:5]=1[NH:11]C(OCC1C=CC=CC=1)=O.O.[NH2:24][NH2:25]. The catalyst is C(O)C. The product is [NH2:11][C:5]1[CH:6]=[CH:7][C:8]([Cl:10])=[CH:9][C:4]=1[C:3]([NH:24][NH2:25])=[O:2]. The yield is 0.920. (2) The reactants are [CH3:1][C:2]1([CH3:18])[O:6][C@@H:5]([C@H:7]2[O:11][C@@H:10]3[O:12][C:13]([CH3:16])([CH3:15])[O:14][C@@H:9]3[C@@H:8]2[OH:17])[CH2:4][O:3]1.[H-].[Na+].[CH2:21](Br)[C:22]1[CH:27]=[CH:26][CH:25]=[CH:24][CH:23]=1.CO. The catalyst is CN(C)C=O. The product is [CH3:1][C:2]1([CH3:18])[O:6][CH:5]([CH:7]2[O:11][CH:10]3[O:12][C:13]([CH3:16])([CH3:15])[O:14][CH:9]3[CH:8]2[O:17][CH2:21][C:22]2[CH:27]=[CH:26][CH:25]=[CH:24][CH:23]=2)[CH2:4][O:3]1. The yield is 0.930. (3) The reactants are [Cl:1][C:2]1[S:6][C:5]([C:7]([OH:9])=O)=[CH:4][C:3]=1[C:10]1[N:14]([CH3:15])[N:13]=[CH:12][C:11]=1[CH3:16].[NH2:17][C@@H:18]([CH2:31][C:32]1[CH:37]=[C:36]([F:38])[CH:35]=[CH:34][C:33]=1[F:39])[CH2:19][N:20]1[C:28](=[O:29])[C:27]2[C:22](=[CH:23][CH:24]=[CH:25][CH:26]=2)[C:21]1=[O:30].FC1C=CC=C(F)C=1C[C@@H](C(O)=O)N.C1CN([P+](Br)(N2CCCC2)N2CCCC2)CC1.F[P-](F)(F)(F)(F)F.CCN(C(C)C)C(C)C. The catalyst is C(Cl)(Cl)Cl. The product is [Cl:1][C:2]1[S:6][C:5]([C:7]([NH:17][C@H:18]([CH2:19][N:20]2[C:28](=[O:29])[C:27]3[C:22](=[CH:23][CH:24]=[CH:25][CH:26]=3)[C:21]2=[O:30])[CH2:31][C:32]2[CH:37]=[C:36]([F:38])[CH:35]=[CH:34][C:33]=2[F:39])=[O:9])=[CH:4][C:3]=1[C:10]1[N:14]([CH3:15])[N:13]=[CH:12][C:11]=1[CH3:16]. The yield is 0.340. (4) The catalyst is C(OCC)(=O)C. The reactants are [C:1]([O:4][CH:5]1[CH2:16][CH2:15][CH2:14][CH2:13][CH2:12][CH2:11][CH:10]([OH:17])[CH2:9][CH2:8][CH2:7][CH2:6]1)(=[O:3])[CH3:2].[C:18]([O:21][CH:22]1[CH:27]([N:28]([CH3:30])[CH3:29])[CH2:26][CH:25]([CH3:31])[O:24][CH:23]1F)(=[O:20])[CH3:19].B(F)(F)F.CCOCC. The product is [C:1]([O:4][CH:5]1[CH2:16][CH2:15][CH2:14][CH2:13][CH2:12][CH2:11][CH:10]([O:17][C@H:23]2[C@H:22]([O:21][C:18](=[O:20])[CH3:19])[C@@H:27]([N:28]([CH3:29])[CH3:30])[CH2:26][C@@H:25]([CH3:31])[O:24]2)[CH2:9][CH2:8][CH2:7][CH2:6]1)(=[O:3])[CH3:2]. The yield is 0.620. (5) The reactants are [CH2:1]([C:3]1[N:11]([CH3:12])[C:10]2[C:9](=[O:13])[NH:8][C:7](=[O:14])[N:6]([CH2:15][CH2:16][CH3:17])[C:5]=2[N:4]=1)[CH3:2].C([O-])([O-])=O.[Cs+].[Cs+].[Cl:24][C:25]1[CH:32]=[CH:31][C:28]([CH2:29]Br)=[CH:27][CH:26]=1.O. The catalyst is CN(C=O)C.[I-].C([N+](CCCC)(CCCC)CCCC)CCC. The product is [Cl:24][C:25]1[CH:32]=[CH:31][C:28]([CH2:29][N:8]2[C:9](=[O:13])[C:10]3[N:11]([CH3:12])[C:3]([CH2:1][CH3:2])=[N:4][C:5]=3[N:6]([CH2:15][CH2:16][CH3:17])[C:7]2=[O:14])=[CH:27][CH:26]=1. The yield is 0.700. (6) The reactants are [NH2:1][C:2]1[N:7]=[CH:6][N:5]=[C:4]([NH:8][C@H:9]([C:11]2[N:16]([C:17]3[CH:22]=[CH:21][CH:20]=[CH:19][CH:18]=3)[C:15](=[O:23])[C:14]3=[C:24](Br)[CH:25]=[CH:26][N:13]3[N:12]=2)[CH3:10])[C:3]=1[C:28]1[CH:33]=[CH:32][C:31]([OH:34])=[C:30]([F:35])[CH:29]=1.C(N(CC)CC)C.[H][H]. The catalyst is CO.CN(C)C=O.[Pd]. The product is [NH2:1][C:2]1[N:7]=[CH:6][N:5]=[C:4]([NH:8][C@H:9]([C:11]2[N:16]([C:17]3[CH:22]=[CH:21][CH:20]=[CH:19][CH:18]=3)[C:15](=[O:23])[C:14]3=[CH:24][CH:25]=[CH:26][N:13]3[N:12]=2)[CH3:10])[C:3]=1[C:28]1[CH:33]=[CH:32][C:31]([OH:34])=[C:30]([F:35])[CH:29]=1. The yield is 0.0400. (7) The reactants are [CH3:1][C:2]12[CH2:23][CH:6]([N:7]([C:9]([C:11]3[CH:12]=[C:13]4[C:17](=[CH:18][CH:19]=3)[NH:16][CH:15]=[C:14]4[C:20](O)=[O:21])=[O:10])[CH2:8]1)[CH2:5][C:4]([CH3:25])([CH3:24])[CH2:3]2.C(N=C=NC(C)C)(C)C.[NH:35]1[CH2:40][CH2:39][CH2:38][CH2:37][CH2:36]1.CCN(C(C)C)C(C)C. The catalyst is C(Cl)Cl.CN(C=O)C.CN(C1C=CN=CC=1)C.ClCCCl. The product is [N:35]1([C:20]([C:14]2[C:13]3[C:17](=[CH:18][CH:19]=[C:11]([C:9]([N:7]4[CH2:8][C:2]5([CH3:1])[CH2:23][CH:6]4[CH2:5][C:4]([CH3:24])([CH3:25])[CH2:3]5)=[O:10])[CH:12]=3)[NH:16][CH:15]=2)=[O:21])[CH2:40][CH2:39][CH2:38][CH2:37][CH2:36]1. The yield is 0.540. (8) The reactants are [Si:1]([O:8][CH2:9][C@:10]1([CH3:19])[S:16][CH2:15][CH2:14][N:13]=[C:12](SC)[CH2:11]1)([C:4]([CH3:7])([CH3:6])[CH3:5])([CH3:3])[CH3:2].[Br:20][C:21]1[CH:26]=[CH:25][C:24]([C:27]2([C:30]([NH:32][NH2:33])=O)[CH2:29][CH2:28]2)=[CH:23][CH:22]=1. The catalyst is C(O)CCC. The product is [Br:20][C:21]1[CH:22]=[CH:23][C:24]([C:27]2([C:30]3[N:13]4[CH2:14][CH2:15][S:16][C@:10]([CH2:9][O:8][Si:1]([C:4]([CH3:7])([CH3:6])[CH3:5])([CH3:3])[CH3:2])([CH3:19])[CH2:11][C:12]4=[N:33][N:32]=3)[CH2:29][CH2:28]2)=[CH:25][CH:26]=1. The yield is 0.850. (9) The reactants are [CH3:1][C:2]1([CH3:15])[O:7][C:6]2[CH:8]=[CH:9][C:10]([CH:12]=O)=[CH:11][C:5]=2[C:4](=[O:14])[O:3]1.[CH2:16]([NH2:22])[CH2:17][CH2:18][CH2:19][CH2:20][CH3:21].C(O)(=O)C.C(O[BH-](OC(=O)C)OC(=O)C)(=O)C.[Na+]. The catalyst is ClCCCl.C(Cl)Cl. The product is [CH2:16]([NH:22][CH2:12][C:10]1[CH:9]=[CH:8][C:6]2[O:7][C:2]([CH3:15])([CH3:1])[O:3][C:4](=[O:14])[C:5]=2[CH:11]=1)[CH2:17][CH2:18][CH2:19][CH2:20][CH3:21]. The yield is 0.870. (10) The reactants are [CH2:1]([O:8][C:9]1[C:10]([CH2:23][CH:24]=O)=[C:11]([C:19](OC)=[O:20])[CH:12]=[C:13]([CH:18]=1)[C:14]([O:16][CH3:17])=[O:15])[C:2]1[CH:7]=[CH:6][CH:5]=[CH:4][CH:3]=1.[CH2:26](N)[CH:27](C)[CH3:28].[BH3-][C:32]#[N:33].[Na+]. The catalyst is CO. The product is [CH2:1]([O:8][C:9]1[CH:18]=[C:13]([C:14]([O:16][CH3:17])=[O:15])[CH:12]=[C:11]2[C:10]=1[CH2:23][CH2:24][N:33]([CH2:32][CH:27]([CH3:28])[CH3:26])[C:19]2=[O:20])[C:2]1[CH:7]=[CH:6][CH:5]=[CH:4][CH:3]=1. The yield is 0.500.